Dataset: Full USPTO retrosynthesis dataset with 1.9M reactions from patents (1976-2016). Task: Predict the reactants needed to synthesize the given product. (1) The reactants are: [Cl:1][C:2]1[C:7]2[CH2:8][CH:9]([C:10]([OH:12])=O)[C:6]=2[CH:5]=[CH:4][CH:3]=1.[CH2:13]([NH:20][CH2:21][C:22]([CH3:24])=[CH2:23])[C:14]1[CH:19]=[CH:18][CH:17]=[CH:16][CH:15]=1.C(N(CC)CC)C.[O-]P1(OP([O-])(=O)OP([O-])(=O)OP([O-])(=O)O1)=O.[Na+].[Na+].[Na+].[Na+]. Given the product [CH2:13]([N:20]([CH2:21][C:22]([CH3:24])=[CH2:23])[C:10]([CH:9]1[C:6]2[CH:5]=[CH:4][CH:3]=[C:2]([Cl:1])[C:7]=2[CH2:8]1)=[O:12])[C:14]1[CH:19]=[CH:18][CH:17]=[CH:16][CH:15]=1, predict the reactants needed to synthesize it. (2) Given the product [CH3:1][O:2][C:3]1[CH:4]=[CH:5][C:6]([C:9]2[C:13]3[CH:14]=[C:15]([C:18]4[O:22][C:21]([S:23][CH2:30][C:29]5[CH:32]=[CH:33][C:26]([O:25][CH3:24])=[C:27]([C:34]([F:35])([F:36])[F:37])[CH:28]=5)=[N:20][N:19]=4)[CH:16]=[CH:17][C:12]=3[O:11][CH:10]=2)=[CH:7][CH:8]=1, predict the reactants needed to synthesize it. The reactants are: [CH3:1][O:2][C:3]1[CH:8]=[CH:7][C:6]([C:9]2[C:13]3[CH:14]=[C:15]([C:18]4[O:22][C:21]([SH:23])=[N:20][N:19]=4)[CH:16]=[CH:17][C:12]=3[O:11][CH:10]=2)=[CH:5][CH:4]=1.[CH3:24][O:25][C:26]1[CH:33]=[CH:32][C:29]([CH2:30]Br)=[CH:28][C:27]=1[C:34]([F:37])([F:36])[F:35]. (3) The reactants are: [C:1]1([CH2:7][C:8]#[N:9])[CH:6]=[CH:5][CH:4]=[CH:3][CH:2]=1.[CH2:10]([Mg]Br)[CH3:11].[OH-].[Na+]. Given the product [CH2:7]([C:8]1([NH2:9])[CH2:11][CH2:10]1)[C:1]1[CH:6]=[CH:5][CH:4]=[CH:3][CH:2]=1, predict the reactants needed to synthesize it. (4) Given the product [CH3:45][CH:41]([CH2:40][CH2:39][CH2:46][C:47]1[CH:48]=[CH:49][CH:50]=[CH:51][CH:52]=1)[C:42]([OH:44])=[O:43], predict the reactants needed to synthesize it. The reactants are: C(OC(=O)C)(=O)C.CN([C@@H](C(C)C)C[C@H](C1SC=C(C(N[C@@H:39]([CH2:46][C:47]2[CH:52]=[CH:51][CH:50]=[CH:49][CH:48]=2)[CH2:40][C@H:41]([CH3:45])[C:42]([OH:44])=[O:43])=O)N=1)O)C(=O)[C@@H](NC([C@H]1CCCCN1C)=O)[C@@H](C)CC. (5) Given the product [F:37][C:22]([F:21])([S:33]([O:16][C:11]1[CH:10]=[C:9]([C:17]([F:18])([F:19])[F:20])[C:8]([Cl:7])=[CH:15][C:12]=1[CH:13]=[O:14])(=[O:35])=[O:34])[C:23]([F:31])([F:32])[C:24]([F:30])([F:29])[C:25]([F:28])([F:27])[F:26], predict the reactants needed to synthesize it. The reactants are: CC([O-])(C)C.[K+].[Cl:7][C:8]1[C:9]([C:17]([F:20])([F:19])[F:18])=[CH:10][C:11]([OH:16])=[C:12]([CH:15]=1)[CH:13]=[O:14].[F:21][C:22]([F:37])([S:33](F)(=[O:35])=[O:34])[C:23]([F:32])([F:31])[C:24]([F:30])([F:29])[C:25]([F:28])([F:27])[F:26]. (6) Given the product [CH3:27][C@@H:25]1[CH2:24][N:23]([C:2]2[C:16]([CH:17]=[O:18])=[CH:15][C:5]3[C:6]([C:9]([NH:11][CH:12]([CH3:14])[CH3:13])=[O:10])=[N:7][O:8][C:4]=3[C:3]=2[F:19])[CH2:22][C@@H:21]([CH3:20])[O:26]1, predict the reactants needed to synthesize it. The reactants are: F[C:2]1[C:16]([CH:17]=[O:18])=[CH:15][C:5]2[C:6]([C:9]([NH:11][CH:12]([CH3:14])[CH3:13])=[O:10])=[N:7][O:8][C:4]=2[C:3]=1[F:19].[CH3:20][C@H:21]1[O:26][C@H:25]([CH3:27])[CH2:24][NH:23][CH2:22]1. (7) Given the product [Br:29][CH:14]([CH:11]1[CH2:12][CH2:13][N:8]([C:6]([O:5][C:1]([CH3:4])([CH3:3])[CH3:2])=[O:7])[CH2:9][CH2:10]1)[C:15]([O:17][CH3:18])=[O:16], predict the reactants needed to synthesize it. The reactants are: [C:1]([O:5][C:6]([N:8]1[CH2:13][CH2:12][CH:11]([CH2:14][C:15]([O:17][CH3:18])=[O:16])[CH2:10][CH2:9]1)=[O:7])([CH3:4])([CH3:3])[CH3:2].[Li+].C[Si]([N-][Si](C)(C)C)(C)C.[Br:29][Si](C)(C)C.BrN1C(=O)CCC1=O. (8) Given the product [F:26][CH:25]([F:27])[C:15]1[N:14]([C:4]2[N:5]=[C:6]([N:8]3[CH2:13][CH2:12][O:11][CH2:10][CH2:9]3)[N:7]=[C:2]([N:28]3[CH:32]=[CH:31][CH:30]=[N:29]3)[N:3]=2)[C:18]2[CH:19]=[CH:20][CH:21]=[C:22]([O:23][CH3:24])[C:17]=2[N:16]=1, predict the reactants needed to synthesize it. The reactants are: Cl[C:2]1[N:7]=[C:6]([N:8]2[CH2:13][CH2:12][O:11][CH2:10][CH2:9]2)[N:5]=[C:4]([N:14]2[C:18]3[CH:19]=[CH:20][CH:21]=[C:22]([O:23][CH3:24])[C:17]=3[N:16]=[C:15]2[CH:25]([F:27])[F:26])[N:3]=1.[NH:28]1[CH:32]=[CH:31][CH:30]=[N:29]1.CCN(C(C)C)C(C)C. (9) Given the product [CH:1]1([NH:6][C:7]([C:9]2[S:13][C:12]([C:14]3[CH:19]=[C:18]([NH:20][C:21]([NH:23][CH2:24][CH3:25])=[O:22])[N:17]=[CH:16][C:15]=3[C:26]3[CH:27]=[N:28][CH:29]=[C:30]([C:32]4[O:33][C:42](=[O:44])[NH:40][N:41]=4)[CH:31]=3)=[N:11][C:10]=2[C:36]([F:38])([F:39])[F:37])=[O:8])[CH2:5][CH2:4][CH2:3][CH2:2]1, predict the reactants needed to synthesize it. The reactants are: [CH:1]1([NH:6][C:7]([C:9]2[S:13][C:12]([C:14]3[CH:19]=[C:18]([NH:20][C:21]([NH:23][CH2:24][CH3:25])=[O:22])[N:17]=[CH:16][C:15]=3[C:26]3[CH:27]=[N:28][CH:29]=[C:30]([C:32](OC)=[O:33])[CH:31]=3)=[N:11][C:10]=2[C:36]([F:39])([F:38])[F:37])=[O:8])[CH2:5][CH2:4][CH2:3][CH2:2]1.[NH2:40][NH2:41].[CH2:42]([OH:44])C.